This data is from Full USPTO retrosynthesis dataset with 1.9M reactions from patents (1976-2016). The task is: Predict the reactants needed to synthesize the given product. (1) Given the product [CH3:38][O:37][C:32]1[CH:33]=[CH:34][CH:35]=[CH:36][C:31]=1[C:6]([N:8]([CH2:13][C:14]([N:16]1[CH2:20][CH2:19][CH2:18][C@H:17]1[C:21]#[N:22])=[O:15])[CH2:9][CH:10]([CH3:11])[CH3:12])=[O:7], predict the reactants needed to synthesize it. The reactants are: C(O[C:6]([N:8]([CH2:13][C:14]([N:16]1[CH2:20][CH2:19][CH2:18][C@H:17]1[C:21]#[N:22])=[O:15])[CH2:9][CH:10]([CH3:12])[CH3:11])=[O:7])(C)(C)C.C(N(CC)CC)C.C(Cl)(=O)[C:31]1[C:32]([O:37][CH3:38])=[CH:33][CH:34]=[CH:35][CH:36]=1. (2) Given the product [NH2:23][C:20]1[CH:19]=[CH:18][C:17]([CH2:16][N:13]2[CH:12]=[N:11][C:10]3[C:14]2=[N:15][C:7]([N:1]2[CH2:2][CH2:3][O:4][CH2:5][CH2:6]2)=[N:8][C:9]=3[C:26]2[CH:27]=[C:28]([OH:32])[CH:29]=[CH:30][CH:31]=2)=[CH:22][CH:21]=1, predict the reactants needed to synthesize it. The reactants are: [N:1]1([C:7]2[N:15]=[C:14]3[C:10]([N:11]=[CH:12][N:13]3[CH2:16][C:17]3[CH:22]=[CH:21][C:20]([N+:23]([O-])=O)=[CH:19][CH:18]=3)=[C:9]([C:26]3[CH:27]=[C:28]([OH:32])[CH:29]=[CH:30][CH:31]=3)[N:8]=2)[CH2:6][CH2:5][O:4][CH2:3][CH2:2]1.[Sn](Cl)Cl. (3) Given the product [CH3:26][C:25]([CH3:28])([CH3:27])[CH2:24][CH2:23][N:20]1[CH2:21][CH2:22][N:17]([C:15](=[O:16])[CH2:14][CH2:13][C:10]2[CH:11]=[CH:12][C:7]([C:6]([OH:30])=[O:5])=[CH:8][C:9]=2[CH3:29])[CH2:18][CH2:19]1, predict the reactants needed to synthesize it. The reactants are: O.[OH-].[Li+].C[O:5][C:6](=[O:30])[C:7]1[CH:12]=[CH:11][C:10]([CH2:13][CH2:14][C:15]([N:17]2[CH2:22][CH2:21][N:20]([CH2:23][CH2:24][C:25]([CH3:28])([CH3:27])[CH3:26])[CH2:19][CH2:18]2)=[O:16])=[C:9]([CH3:29])[CH:8]=1. (4) Given the product [O:1]1[CH2:6][CH2:5][N:4]([C:7]2[CH:12]=[C:11]([CH2:13][NH2:14])[CH:10]=[C:9]([C:15]3[CH:16]=[CH:17][C:18]([C:21]([F:24])([F:22])[F:23])=[CH:19][CH:20]=3)[N:8]=2)[CH2:3][CH2:2]1, predict the reactants needed to synthesize it. The reactants are: [O:1]1[CH2:6][CH2:5][N:4]([C:7]2[CH:12]=[C:11]([C:13]#[N:14])[CH:10]=[C:9]([C:15]3[CH:20]=[CH:19][C:18]([C:21]([F:24])([F:23])[F:22])=[CH:17][CH:16]=3)[N:8]=2)[CH2:3][CH2:2]1.[H-].[H-].[H-].[H-].[Li+].[Al+3]. (5) The reactants are: Cl.[O:2]=[C:3]([C:14]1[CH:19]=[CH:18][CH:17]=[CH:16][CH:15]=1)[CH2:4][C:5](SC1C=CC=CC=1)=[NH:6].[CH3:20][O:21][C:22]1[CH:28]=[CH:27][C:25]([NH2:26])=[C:24]([CH3:29])[CH:23]=1. Given the product [CH3:20][O:21][C:22]1[CH:28]=[CH:27][C:25]([NH:26][C:5](=[NH:6])[CH2:4][C:3](=[O:2])[C:14]2[CH:15]=[CH:16][CH:17]=[CH:18][CH:19]=2)=[C:24]([CH3:29])[CH:23]=1, predict the reactants needed to synthesize it.